The task is: Predict the reaction yield, written as a fraction of the theoretical maximum amount of product (1.0 means a 100% yield; for example, 0.34 means a 34% yield).. This data is from Reaction yield outcomes from USPTO patents with 853,638 reactions. (1) The catalyst is ClCCl. The reactants are ClC1C=C(C=CC=1)C(OO)=[O:6].[Cl:12][C:13]1[C:18]([C:19]2([F:23])[CH2:22][CH2:21][CH2:20]2)=[CH:17][CH:16]=[C:15]([CH3:24])[N:14]=1.[O-]S([O-])(=S)=O.[Na+].[Na+]. The product is [Cl:12][C:13]1[C:18]([C:19]2([F:23])[CH2:22][CH2:21][CH2:20]2)=[CH:17][CH:16]=[C:15]([CH3:24])[N+:14]=1[O-:6]. The yield is 0.740. (2) The reactants are P(Cl)(Cl)(Cl)=O.[Br:6][C:7]1[CH:8]=[C:9]2[C:13](=[CH:14][C:15]=1[Cl:16])[NH:12][CH:11]=[CH:10]2.[OH-].[Na+].O.CN([CH:23]=[O:24])C. No catalyst specified. The product is [Br:6][C:7]1[CH:8]=[C:9]2[C:13](=[CH:14][C:15]=1[Cl:16])[NH:12][CH:11]=[C:10]2[CH:23]=[O:24]. The yield is 0.900. (3) The reactants are [CH2:1]([N:8]1[C:16]2[C:11](=[CH:12][C:13]([C:17]3[CH:22]=[CH:21][CH:20]=[CH:19][CH:18]=3)=[CH:14][CH:15]=2)[CH:10]=[CH:9]1)[C:2]1[CH:7]=[CH:6][CH:5]=[CH:4][CH:3]=1.[C:23](Cl)(=[O:27])[C:24](Cl)=[O:25].[CH2:29]([OH:31])[CH3:30]. No catalyst specified. The product is [CH2:1]([N:8]1[C:16]2[C:11](=[CH:12][C:13]([C:17]3[CH:22]=[CH:21][CH:20]=[CH:19][CH:18]=3)=[CH:14][CH:15]=2)[C:10]([C:23](=[O:27])[C:24]([O:31][CH2:29][CH3:30])=[O:25])=[CH:9]1)[C:2]1[CH:3]=[CH:4][CH:5]=[CH:6][CH:7]=1. The yield is 0.660. (4) The reactants are Cl[C:2]1[N:7]=[C:6]([C:8]2[CH:13]=[CH:12][C:11]([N+:14]([O-:16])=[O:15])=[CH:10][CH:9]=2)[N:5]=[C:4]([N:17]2[CH2:23][CH:22]3[O:24][CH:19]([CH2:20][CH2:21]3)[CH2:18]2)[CH:3]=1. The catalyst is C(N)(C)C. The product is [CH:11]([NH:14][C:2]1[CH:3]=[C:4]([N:17]2[CH2:23][CH:22]3[O:24][CH:19]([CH2:20][CH2:21]3)[CH2:18]2)[N:5]=[C:6]([C:8]2[CH:13]=[CH:12][C:11]([N+:14]([O-:16])=[O:15])=[CH:10][CH:9]=2)[N:7]=1)([CH3:12])[CH3:10]. The yield is 0.990. (5) The reactants are [O:1]=[C:2]1[CH:6]=[CH:5][C:4](=[O:7])[N:3]1[CH2:8][CH:9]([S:14]([OH:17])(=[O:16])=[O:15])[CH2:10][C:11]([OH:13])=[O:12].C(Cl)CCl.O[N:23]1[C:27](=[O:28])[CH2:26][CH2:25][C:24]1=[O:29]. The catalyst is CC(N(C)C)=O. The product is [O:7]=[C:4]1[CH:5]=[CH:6][C:2](=[O:1])[N:3]1[CH2:8][CH:9]([S:14]([OH:17])(=[O:15])=[O:16])[CH2:10][C:11]([O:13][N:23]1[C:27](=[O:28])[CH2:26][CH2:25][C:24]1=[O:29])=[O:12]. The yield is 0.750. (6) The reactants are [CH2:1]([C:4]1([S:7]([NH:10][C:11]2[C:19]([NH:20][C:21]3[CH:26]=[CH:25][C:24]([I:27])=[CH:23][C:22]=3[F:28])=[C:18]([F:29])[C:14]3[N:15]=[CH:16][O:17][C:13]=3[CH:12]=2)(=[O:9])=[O:8])[CH2:6][CH2:5]1)[CH:2]=[CH2:3].C[N+]1([O-])CC[O:34]CC1.[OH2:38]. The catalyst is C1COCC1.[Os](=O)(=O)(=O)=O. The product is [OH:38][CH:2]([CH2:3][OH:34])[CH2:1][C:4]1([S:7]([NH:10][C:11]2[C:19]([NH:20][C:21]3[CH:26]=[CH:25][C:24]([I:27])=[CH:23][C:22]=3[F:28])=[C:18]([F:29])[C:14]3[N:15]=[CH:16][O:17][C:13]=3[CH:12]=2)(=[O:9])=[O:8])[CH2:6][CH2:5]1. The yield is 0.282. (7) The reactants are [C:1]([O:5][C:6]([N:8]1[CH2:13][CH2:12][C:11]([C:17]2[CH:22]=[CH:21][C:20]([Cl:23])=[CH:19][CH:18]=2)([C:14]([OH:16])=[O:15])[CH2:10][CH2:9]1)=[O:7])([CH3:4])([CH3:3])[CH3:2].[CH:24]1C=CC=CC=1.C[Si](C=[N+]=[N-])(C)C. The catalyst is CO. The product is [CH3:24][O:15][C:14]([C:11]1([C:17]2[CH:22]=[CH:21][C:20]([Cl:23])=[CH:19][CH:18]=2)[CH2:10][CH2:9][N:8]([C:6]([O:5][C:1]([CH3:4])([CH3:2])[CH3:3])=[O:7])[CH2:13][CH2:12]1)=[O:16]. The yield is 0.880.